This data is from NCI-60 drug combinations with 297,098 pairs across 59 cell lines. The task is: Regression. Given two drug SMILES strings and cell line genomic features, predict the synergy score measuring deviation from expected non-interaction effect. (1) Drug 1: CCCCC(=O)OCC(=O)C1(CC(C2=C(C1)C(=C3C(=C2O)C(=O)C4=C(C3=O)C=CC=C4OC)O)OC5CC(C(C(O5)C)O)NC(=O)C(F)(F)F)O. Drug 2: CC=C1C(=O)NC(C(=O)OC2CC(=O)NC(C(=O)NC(CSSCCC=C2)C(=O)N1)C(C)C)C(C)C. Cell line: TK-10. Synergy scores: CSS=45.9, Synergy_ZIP=-5.51, Synergy_Bliss=-3.20, Synergy_Loewe=-14.6, Synergy_HSA=-1.21. (2) Drug 1: C1=CC(=CC=C1CC(C(=O)O)N)N(CCCl)CCCl.Cl. Drug 2: C(CC(=O)O)C(=O)CN.Cl. Cell line: SK-MEL-2. Synergy scores: CSS=6.26, Synergy_ZIP=-7.42, Synergy_Bliss=-8.90, Synergy_Loewe=-14.4, Synergy_HSA=-11.0. (3) Drug 1: CCC1=C2CN3C(=CC4=C(C3=O)COC(=O)C4(CC)O)C2=NC5=C1C=C(C=C5)O. Drug 2: CC1=C(N=C(N=C1N)C(CC(=O)N)NCC(C(=O)N)N)C(=O)NC(C(C2=CN=CN2)OC3C(C(C(C(O3)CO)O)O)OC4C(C(C(C(O4)CO)O)OC(=O)N)O)C(=O)NC(C)C(C(C)C(=O)NC(C(C)O)C(=O)NCCC5=NC(=CS5)C6=NC(=CS6)C(=O)NCCC[S+](C)C)O. Cell line: COLO 205. Synergy scores: CSS=37.0, Synergy_ZIP=-8.79, Synergy_Bliss=-1.59, Synergy_Loewe=-33.0, Synergy_HSA=0.814. (4) Drug 1: CCC(=C(C1=CC=CC=C1)C2=CC=C(C=C2)OCCN(C)C)C3=CC=CC=C3.C(C(=O)O)C(CC(=O)O)(C(=O)O)O. Drug 2: CC1CCC2CC(C(=CC=CC=CC(CC(C(=O)C(C(C(=CC(C(=O)CC(OC(=O)C3CCCCN3C(=O)C(=O)C1(O2)O)C(C)CC4CCC(C(C4)OC)O)C)C)O)OC)C)C)C)OC. Cell line: BT-549. Synergy scores: CSS=16.0, Synergy_ZIP=3.65, Synergy_Bliss=9.94, Synergy_Loewe=-26.3, Synergy_HSA=3.44.